From a dataset of Catalyst prediction with 721,799 reactions and 888 catalyst types from USPTO. Predict which catalyst facilitates the given reaction. (1) Reactant: Cl.CN(C)CCCN=C=NCC.[CH3:13][O:14][C:15]1[CH:23]=[CH:22][C:18]([C:19]([OH:21])=[O:20])=[CH:17][CH:16]=1.[Br:24][CH2:25][CH2:26][CH2:27]O. Product: [CH3:13][O:14][C:15]1[CH:23]=[CH:22][C:18]([C:19]([O:21][CH2:27][CH2:26][CH2:25][Br:24])=[O:20])=[CH:17][CH:16]=1. The catalyst class is: 119. (2) Reactant: [Cl:1][C:2]1[CH:7]=[CH:6][C:5](/[CH:8]=[CH:9]/[C:10]([NH:12][C:13]2[CH:18]=[CH:17][N:16]([CH2:19][CH:20]([O:24]CC)[O:21]CC)[C:15](=[O:27])[N:14]=2)=[O:11])=[CH:4][CH:3]=1. Product: [Cl:1][C:2]1[CH:7]=[CH:6][C:5](/[CH:8]=[CH:9]/[C:10]([NH:12][C:13]2[CH:18]=[CH:17][N:16]([CH2:19][CH:20]([OH:24])[OH:21])[C:15](=[O:27])[N:14]=2)=[O:11])=[CH:4][CH:3]=1. The catalyst class is: 55.